From a dataset of Reaction yield outcomes from USPTO patents with 853,638 reactions. Predict the reaction yield, written as a fraction of the theoretical maximum amount of product (1.0 means a 100% yield; for example, 0.34 means a 34% yield). (1) The reactants are [CH3:1][O:2][C:3](=[O:15])[C:4]1[CH:9]=[C:8](F)[CH:7]=[CH:6][C:5]=1[C:11]([F:14])([F:13])[F:12].Cl.[CH3:17][NH:18][CH3:19].C(=O)([O-])[O-].[K+].[K+]. The catalyst is CS(C)=O. The product is [CH3:1][O:2][C:3](=[O:15])[C:4]1[CH:9]=[C:8]([N:18]([CH3:19])[CH3:17])[CH:7]=[CH:6][C:5]=1[C:11]([F:14])([F:13])[F:12]. The yield is 0.720. (2) The reactants are [F:1][C:2]([F:16])([F:15])[C:3]1[CH:4]=[C:5]([CH:8]=[C:9]([C:11]([F:14])([F:13])[F:12])[CH:10]=1)[CH:6]=O.[CH3:17][C:18]([S@@:21]([NH2:23])=[O:22])([CH3:20])[CH3:19].O. The catalyst is C(Cl)Cl. The product is [F:1][C:2]([F:16])([F:15])[C:3]1[CH:4]=[C:5]([CH:8]=[C:9]([C:11]([F:14])([F:13])[F:12])[CH:10]=1)[CH:6]=[N:23][S@:21]([C:18]([CH3:20])([CH3:19])[CH3:17])=[O:22]. The yield is 0.840. (3) The reactants are [O:1]=[S:2]([Cl:4])Cl.[OH2:5].[F:6][C:7]1[CH2:8][C:9](=[N+]=[N-])[CH:10]=[C:11]([F:14])[C:12]=1[F:13]. No catalyst specified. The product is [F:6][C:7]1[CH:8]=[C:9]([S:2]([Cl:4])(=[O:1])=[O:5])[CH:10]=[C:11]([F:14])[C:12]=1[F:13]. The yield is 0.830. (4) The reactants are FC(F)(F)C(O)=O.C(OC([N:15]1[CH2:20][CH2:19][O:18][CH2:17][CH:16]1[C:21]1[CH:25]=[C:24]([C:26]2[CH:31]=[CH:30][CH:29]=[C:28]([Cl:32])[CH:27]=2)[O:23][N:22]=1)=O)(C)(C)C. The catalyst is ClCCl. The product is [Cl:32][C:28]1[CH:27]=[C:26]([C:24]2[O:23][N:22]=[C:21]([CH:16]3[CH2:17][O:18][CH2:19][CH2:20][NH:15]3)[CH:25]=2)[CH:31]=[CH:30][CH:29]=1. The yield is 0.990. (5) The reactants are CCN(CC)CC.O[C@@H:9]([CH3:27])[C@@H:10]([NH:14][C:15]([O:17][CH2:18][CH2:19][C:20]1[CH:25]=[CH:24][C:23]([CH3:26])=[CH:22][CH:21]=1)=[O:16])[C:11]([OH:13])=[O:12].CN(C(ON1N=NC2C=CC=CC1=2)=[N+](C)C)C.F[P-](F)(F)(F)(F)F. The catalyst is C(Cl)Cl. The product is [CH3:27][C@H:9]1[C@@H:10]([NH:14][C:15](=[O:16])[O:17][CH2:18][CH2:19][C:20]2[CH:25]=[CH:24][C:23]([CH3:26])=[CH:22][CH:21]=2)[C:11](=[O:13])[O:12]1. The yield is 0.100. (6) The reactants are Cl[C:2]1[CH:7]=[N:6][CH:5]=[C:4]([Cl:8])[N:3]=1.[C:9]([NH:16][CH:17]1[CH2:22][CH2:21][NH:20][CH2:19][CH2:18]1)([O:11][C:12]([CH3:15])([CH3:14])[CH3:13])=[O:10].CCN(CC)CC. The catalyst is CN1C(=O)CCC1. The product is [C:12]([O:11][C:9](=[O:10])[NH:16][CH:17]1[CH2:22][CH2:21][N:20]([C:2]2[CH:7]=[N:6][CH:5]=[C:4]([Cl:8])[N:3]=2)[CH2:19][CH2:18]1)([CH3:15])([CH3:13])[CH3:14]. The yield is 0.750.